Dataset: NCI-60 drug combinations with 297,098 pairs across 59 cell lines. Task: Regression. Given two drug SMILES strings and cell line genomic features, predict the synergy score measuring deviation from expected non-interaction effect. (1) Drug 1: C1CC(=O)NC(=O)C1N2CC3=C(C2=O)C=CC=C3N. Drug 2: CCC1=C2CN3C(=CC4=C(C3=O)COC(=O)C4(CC)O)C2=NC5=C1C=C(C=C5)O. Cell line: PC-3. Synergy scores: CSS=15.1, Synergy_ZIP=-8.13, Synergy_Bliss=0.979, Synergy_Loewe=-2.61, Synergy_HSA=3.51. (2) Drug 1: CS(=O)(=O)OCCCCOS(=O)(=O)C. Drug 2: CC1C(C(CC(O1)OC2CC(CC3=C2C(=C4C(=C3O)C(=O)C5=C(C4=O)C(=CC=C5)OC)O)(C(=O)CO)O)N)O.Cl. Cell line: ACHN. Synergy scores: CSS=42.7, Synergy_ZIP=0.392, Synergy_Bliss=0.100, Synergy_Loewe=-28.0, Synergy_HSA=-0.178.